This data is from Reaction yield outcomes from USPTO patents with 853,638 reactions. The task is: Predict the reaction yield, written as a fraction of the theoretical maximum amount of product (1.0 means a 100% yield; for example, 0.34 means a 34% yield). (1) The reactants are [NH2:1][C:2]1[CH:7]=[CH:6][C:5]([CH:8]2[C:17]([CH3:19])([CH3:18])[CH2:16][C:15]3[C:10](=[CH:11][CH:12]=[C:13]([C:20]([OH:22])=[O:21])[CH:14]=3)[NH:9]2)=[CH:4][CH:3]=1.[F:23][C:24]1[CH:29]=[CH:28][C:27]([S:30](Cl)(=[O:32])=[O:31])=[CH:26][CH:25]=1. The catalyst is N1C=CC=CC=1. The product is [F:23][C:24]1[CH:29]=[CH:28][C:27]([S:30]([NH:1][C:2]2[CH:3]=[CH:4][C:5]([CH:8]3[C:17]([CH3:18])([CH3:19])[CH2:16][C:15]4[C:10](=[CH:11][CH:12]=[C:13]([C:20]([OH:22])=[O:21])[CH:14]=4)[NH:9]3)=[CH:6][CH:7]=2)(=[O:32])=[O:31])=[CH:26][CH:25]=1. The yield is 0.630. (2) The reactants are [NH2:1][C:2]1[NH:7][C:6]([C:8]2[O:9][CH:10]=[CH:11][CH:12]=2)=[C:5]([C:13]#[N:14])[C:4](=[O:15])[CH:3]=1.C(C1C=CC=C(C(C)(C)C)N=1)(C)(C)C.[S:30](O[S:30]([C:33]([F:36])([F:35])[F:34])(=[O:32])=[O:31])([C:33]([F:36])([F:35])[F:34])(=[O:32])=[O:31]. The catalyst is ClCCl. The product is [NH2:1][C:2]1[N:7]=[C:6]([C:8]2[O:9][CH:10]=[CH:11][CH:12]=2)[C:5]([C:13]#[N:14])=[C:4]([O:15][S:30]([C:33]([F:36])([F:35])[F:34])(=[O:32])=[O:31])[CH:3]=1. The yield is 0.510. (3) The reactants are [Cl:1][C:2]1[CH:3]=[N:4][C:5]2[NH:6][C:7]3[CH:8]=[CH:9][CH:10]=[C:11]([CH:39]=3)[CH2:12][CH2:13][C:14]3[CH:22]=[C:18]([NH:19][C:20]=1[N:21]=2)[CH:17]=[CH:16][C:15]=3[NH:23][C:24]([CH:26]1[CH2:31][CH2:30][N:29](C(OC(C)(C)C)=O)[CH2:28][CH2:27]1)=[O:25].[F:40][C:41]([F:46])([F:45])[C:42]([OH:44])=[O:43]. The catalyst is C(Cl)Cl. The product is [F:40][C:41]([F:46])([F:45])[C:42]([OH:44])=[O:43].[F:40][C:41]([F:46])([F:45])[C:42]([OH:44])=[O:43].[Cl:1][C:2]1[CH:3]=[N:4][C:5]2[NH:6][C:7]3[CH:8]=[CH:9][CH:10]=[C:11]([CH:39]=3)[CH2:12][CH2:13][C:14]3[CH:22]=[C:18]([NH:19][C:20]=1[N:21]=2)[CH:17]=[CH:16][C:15]=3[NH:23][C:24]([CH:26]1[CH2:31][CH2:30][NH:29][CH2:28][CH2:27]1)=[O:25]. The yield is 1.00. (4) The reactants are [Cl:1][C:2]1[CH:3]=[C:4]([C:9]2[N:10]=[C:11](/[CH:22]=[C:23](\[C:27]3[CH:28]=[C:29]([CH3:33])[CH:30]=[CH:31][CH:32]=3)/[C:24]([OH:26])=[O:25])[NH:12][C:13]=2[C:14]2[CH:19]=[CH:18][C:17]([O:20][CH3:21])=[CH:16][CH:15]=2)[CH:5]=[CH:6][C:7]=1[Cl:8].CC([O-])=O.[Na+]. The catalyst is CCO. The product is [Cl:1][C:2]1[CH:3]=[C:4]([C:9]2[N:10]=[C:11]([CH2:22][CH:23]([C:27]3[CH:28]=[C:29]([CH3:33])[CH:30]=[CH:31][CH:32]=3)[C:24]([OH:26])=[O:25])[NH:12][C:13]=2[C:14]2[CH:19]=[CH:18][C:17]([O:20][CH3:21])=[CH:16][CH:15]=2)[CH:5]=[CH:6][C:7]=1[Cl:8]. The yield is 0.200.